This data is from Forward reaction prediction with 1.9M reactions from USPTO patents (1976-2016). The task is: Predict the product of the given reaction. (1) Given the reactants [S:1]1[CH:5]=[CH:4][C:3]2[C:6]([N:10]3[CH2:15][CH2:14][N:13]([CH2:16][CH2:17][CH2:18][O:19][C:20]4[CH:30]=[CH:29][C:23]([C:24]([NH:26][CH2:27][CH3:28])=[O:25])=[CH:22][C:21]=4[N+:31]([O-])=O)[CH2:12][CH2:11]3)=[CH:7][CH:8]=[CH:9][C:2]1=2, predict the reaction product. The product is: [NH2:31][C:21]1[CH:22]=[C:23]([CH:29]=[CH:30][C:20]=1[O:19][CH2:18][CH2:17][CH2:16][N:13]1[CH2:12][CH2:11][N:10]([C:6]2[C:3]3[CH:4]=[CH:5][S:1][C:2]=3[CH:9]=[CH:8][CH:7]=2)[CH2:15][CH2:14]1)[C:24]([NH:26][CH2:27][CH3:28])=[O:25]. (2) Given the reactants [NH2:1][C:2]1[CH:9]=[C:8](Cl)[C:5]([C:6]#[N:7])=[CH:4][N:3]=1.[O:11]1[CH2:15][CH2:14][CH:13]([OH:16])[CH2:12]1, predict the reaction product. The product is: [NH2:1][C:2]1[CH:9]=[C:8]([O:16][CH:13]2[CH2:14][CH2:15][O:11][CH2:12]2)[C:5]([C:6]#[N:7])=[CH:4][N:3]=1. (3) Given the reactants [Cl:1][C:2]1[CH:3]=[C:4]([NH:16][C:17]2[C:26]3[C:21](=[CH:22][C:23](F)=[C:24]([N+:27]([O-:29])=[O:28])[CH:25]=3)[N:20]=[CH:19][N:18]=2)[CH:5]=[CH:6][C:7]=1[O:8][CH2:9][C:10]1[CH:15]=[CH:14][CH:13]=[CH:12][N:11]=1.[CH3:31][CH2:32][O-:33].[Na+].O, predict the reaction product. The product is: [Cl:1][C:2]1[CH:3]=[C:4]([NH:16][C:17]2[C:26]3[C:21](=[CH:22][C:23]([O:33][CH2:32][CH3:31])=[C:24]([N+:27]([O-:29])=[O:28])[CH:25]=3)[N:20]=[CH:19][N:18]=2)[CH:5]=[CH:6][C:7]=1[O:8][CH2:9][C:10]1[CH:15]=[CH:14][CH:13]=[CH:12][N:11]=1. (4) Given the reactants [Na].Cl[C:3]1[CH:8]=[C:7]([NH2:9])[N:6]=[C:5]([NH2:10])[N:4]=1.[CH2:11]([OH:13])[CH3:12], predict the reaction product. The product is: [NH2:10][C:5]1[N:4]=[C:3]([O:13][CH2:11][CH3:12])[CH:8]=[C:7]([NH2:9])[N:6]=1. (5) Given the reactants [Cl:1][C:2]1[CH:7]=[CH:6][C:5]([S:8]([NH:11][CH:12]2[CH2:17][CH2:16][CH2:15][NH:14][CH2:13]2)(=[O:10])=[O:9])=[CH:4][CH:3]=1.[O:18]1[CH:22]=[CH:21][CH:20]=[C:19]1[C:23]1[CH:24]=[C:25]([CH:29]=[CH:30][CH:31]=1)[C:26](O)=[O:27].Cl.CN(C)CCCN=C=NCC.C(N(C(C)C)CC)(C)C, predict the reaction product. The product is: [Cl:1][C:2]1[CH:3]=[CH:4][C:5]([S:8]([NH:11][CH:12]2[CH2:17][CH2:16][CH2:15][N:14]([C:26](=[O:27])[C:25]3[CH:29]=[CH:30][CH:31]=[C:23]([C:19]4[O:18][CH:22]=[CH:21][CH:20]=4)[CH:24]=3)[CH2:13]2)(=[O:9])=[O:10])=[CH:6][CH:7]=1. (6) Given the reactants [S:1](=[O:3])=[O:2].[Mg:4].[OH-:5].[OH-].[Mg+2], predict the reaction product. The product is: [S:1]([O-:5])([O-:3])=[O:2].[Mg+2:4].[S:1](=[O:5])([OH:3])[O-:2].[Mg+2:4].[S:1](=[O:5])([OH:3])[O-:2].